This data is from Forward reaction prediction with 1.9M reactions from USPTO patents (1976-2016). The task is: Predict the product of the given reaction. (1) Given the reactants [C:1]([O:5][C:6]([NH:8][CH:9]([CH2:14][C:15]1[CH:20]=[CH:19][CH:18]=[CH:17][C:16]=1[O:21][CH2:22][CH2:23][CH2:24][CH2:25][CH2:26][O:27][C:28]1[CH:33]=[C:32]([C:34]2[CH:39]=[CH:38][CH:37]=[CH:36][CH:35]=2)[CH:31]=[C:30]([C:40]2[CH:45]=[CH:44][CH:43]=[CH:42][CH:41]=2)[N:29]=1)[C:10]([O:12]C)=[O:11])=[O:7])([CH3:4])([CH3:3])[CH3:2].O.[OH-].[Li+], predict the reaction product. The product is: [C:1]([O:5][C:6]([NH:8][CH:9]([CH2:14][C:15]1[CH:20]=[CH:19][CH:18]=[CH:17][C:16]=1[O:21][CH2:22][CH2:23][CH2:24][CH2:25][CH2:26][O:27][C:28]1[CH:33]=[C:32]([C:34]2[CH:39]=[CH:38][CH:37]=[CH:36][CH:35]=2)[CH:31]=[C:30]([C:40]2[CH:41]=[CH:42][CH:43]=[CH:44][CH:45]=2)[N:29]=1)[C:10]([OH:12])=[O:11])=[O:7])([CH3:4])([CH3:2])[CH3:3]. (2) Given the reactants [O:1]=[C:2]1[C:6]2([CH2:11][CH2:10][N:9](C(OC(C)(C)C)=O)[CH2:8][CH2:7]2)[CH:5]=[CH:4][N:3]1[C:19]1[CH2:20][O:21][C:22](=[O:24])[CH:23]=1.C(O)(C(F)(F)F)=O, predict the reaction product. The product is: [O:24]=[C:22]1[O:21][CH2:20][C:19]([N:3]2[CH:4]=[CH:5][C:6]3([CH2:7][CH2:8][NH:9][CH2:10][CH2:11]3)[C:2]2=[O:1])=[CH:23]1. (3) Given the reactants Br[C:2]1[CH:3]=[C:4]([C:8]([F:11])([F:10])[F:9])[CH:5]=[CH:6][CH:7]=1.[Mg].II.[CH2:15]([C@H:17]1O[CH2:18]1)Cl.[OH-:20].[Na+].S(O)(O)(=O)=O.[NH2:27][CH2:28][CH3:29], predict the reaction product. The product is: [F:9][C:8]([F:11])([F:10])[C:4]1[CH:3]=[C:2]([CH:7]=[CH:6][CH:5]=1)[CH2:15][C@@H:17]1[O:20][CH2:29][CH2:28][NH:27][CH2:18]1. (4) The product is: [CH:32]1([N:15]([C:16]2[CH:21]=[CH:20][C:19]([F:22])=[C:18]([F:23])[C:17]=2[F:24])[C:13](=[O:14])[N:12]([CH3:61])[C:10]2[S:11][C:7]([S:6][CH2:5][C:4]([OH:3])=[O:31])=[CH:8][N:9]=2)[CH2:36][CH2:35][CH2:34][CH2:33]1. Given the reactants C([O:3][C:4](=[O:31])[CH2:5][S:6][C:7]1[S:11][C:10]([NH:12][C:13]([N:15](CC2CCCC2)[C:16]2[CH:21]=[CH:20][C:19]([F:22])=[C:18]([F:23])[C:17]=2[F:24])=[O:14])=[N:9][CH:8]=1)C.[CH:32]1(N(C2C=CC(S(C)(=O)=O)=CC=2)C(=O)N(C)C2SC=C(CC(O)=O)N=2)[CH2:36][CH2:35][CH2:34][CH2:33]1.[CH:61]1(CNC2C=CC(F)=C(F)C=2F)CCCC1.C(OC(=O)CSC1SC(N)=NC=1)C, predict the reaction product.